Dataset: Forward reaction prediction with 1.9M reactions from USPTO patents (1976-2016). Task: Predict the product of the given reaction. (1) Given the reactants [CH3:1][C:2]1[N:6](C(OC(C)(C)C)=O)[N:5]=[C:4]([N:14]2[C:18]3=[N:19][CH:20]=[CH:21][CH:22]=[C:17]3[CH:16]=[CH:15]2)[C:3]=1/[CH:23]=[CH:24]/[C:25](=[O:35])[NH:26][S:27]([CH2:30][CH2:31][CH2:32][CH2:33][CH3:34])(=[O:29])=[O:28].FC(F)(F)C(O)=O, predict the reaction product. The product is: [CH3:1][C:2]1[NH:6][N:5]=[C:4]([N:14]2[C:18]3=[N:19][CH:20]=[CH:21][CH:22]=[C:17]3[CH:16]=[CH:15]2)[C:3]=1/[CH:23]=[CH:24]/[C:25]([NH:26][S:27]([CH2:30][CH2:31][CH2:32][CH2:33][CH3:34])(=[O:28])=[O:29])=[O:35]. (2) Given the reactants [N+:1]([C:4]1[CH:5]=[C:6]([CH2:10][S:11](Cl)(=[O:13])=[O:12])[CH:7]=[CH:8][CH:9]=1)([O-:3])=[O:2].[CH3:15][NH:16][CH3:17], predict the reaction product. The product is: [CH3:15][N:16]([CH3:17])[S:11]([CH2:10][C:6]1[CH:7]=[CH:8][CH:9]=[C:4]([N+:1]([O-:3])=[O:2])[CH:5]=1)(=[O:13])=[O:12].